This data is from Reaction yield outcomes from USPTO patents with 853,638 reactions. The task is: Predict the reaction yield, written as a fraction of the theoretical maximum amount of product (1.0 means a 100% yield; for example, 0.34 means a 34% yield). (1) The reactants are [CH2:1]([O:3][C:4]1[CH:5]=[C:6]([CH:9]=[CH:10][C:11]=1[O:12][CH3:13])[CH:7]=[O:8])[CH3:2].[N+:14]([O-])([OH:16])=[O:15]. The catalyst is C(OCC)C. The product is [CH2:1]([O:3][C:4]1[CH:5]=[C:6]([CH:9]=[C:10]([N+:14]([O-:16])=[O:15])[C:11]=1[O:12][CH3:13])[CH:7]=[O:8])[CH3:2]. The yield is 0.780. (2) The reactants are C(NC(C)C)(C)C.C([Li])CCC.[CH:13]1([C:23]([O:25][CH3:26])=[O:24])[CH2:18][CH2:17][CH:16]([C:19]([O:21][CH3:22])=[O:20])[CH2:15][CH2:14]1.CN(C)P(N(C)C)(N(C)C)=O.C(NC(C)C)(C)C.[Li].Br[CH2:47][CH2:48][Cl:49].Cl. The catalyst is C1COCC1. The product is [Cl:49][CH2:48][CH2:47][C:16]1([C:19]([O:21][CH3:22])=[O:20])[CH2:15][CH2:14][CH:13]([C:23]([O:25][CH3:26])=[O:24])[CH2:18][CH2:17]1. The yield is 0.880. (3) The reactants are N=C=N.[C:4]([OH:8])(=O)[CH2:5][OH:6].ON1C2C=CC=CC=2N=N1.Cl.[NH2:20][CH2:21][C:22]1[CH:27]=[CH:26][C:25]([N:28]2[CH:33]=[CH:32][C:31]([O:34][CH2:35][C:36]3[CH:41]=[CH:40][CH:39]=[CH:38][CH:37]=3)=[C:30]([Br:42])[C:29]2=[O:43])=[CH:24][CH:23]=1.CN=C=O. The catalyst is CN(C)C(=O)C.CN1CCOCC1.ClCCCl. The product is [CH2:35]([O:34][C:31]1[CH:32]=[CH:33][N:28]([C:25]2[CH:24]=[CH:23][C:22]([CH2:21][NH:20][C:4](=[O:8])[CH2:5][OH:6])=[CH:27][CH:26]=2)[C:29](=[O:43])[C:30]=1[Br:42])[C:36]1[CH:37]=[CH:38][CH:39]=[CH:40][CH:41]=1. The yield is 0.210.